Dataset: Catalyst prediction with 721,799 reactions and 888 catalyst types from USPTO. Task: Predict which catalyst facilitates the given reaction. (1) Reactant: [CH2:1]([NH:3][C:4](=[O:43])[NH:5][C:6]1[N:11]=[CH:10][C:9]([C:12]2[CH:13]=[C:14]3[C:19](=[CH:20][CH:21]=2)[N:18]([CH2:22][C@H:23]2[CH2:27][CH2:26][NH:25][CH2:24]2)[CH:17]=[C:16]([C:28]([O:30][CH2:31][CH3:32])=[O:29])[C:15]3=[O:33])=[C:8]([C:34]2[S:35][CH:36]=[C:37]([C:39]([F:42])([F:41])[F:40])[N:38]=2)[CH:7]=1)[CH3:2].Cl.O.[N:46]1([CH2:52][CH:53]=O)[CH2:51][CH2:50][O:49][CH2:48][CH2:47]1.C([BH3-])#N. Product: [CH2:1]([NH:3][C:4](=[O:43])[NH:5][C:6]1[N:11]=[CH:10][C:9]([C:12]2[CH:13]=[C:14]3[C:19](=[CH:20][CH:21]=2)[N:18]([CH2:22][C@H:23]2[CH2:27][CH2:26][N:25]([CH2:53][CH2:52][N:46]4[CH2:51][CH2:50][O:49][CH2:48][CH2:47]4)[CH2:24]2)[CH:17]=[C:16]([C:28]([O:30][CH2:31][CH3:32])=[O:29])[C:15]3=[O:33])=[C:8]([C:34]2[S:35][CH:36]=[C:37]([C:39]([F:42])([F:41])[F:40])[N:38]=2)[CH:7]=1)[CH3:2]. The catalyst class is: 5. (2) Reactant: [C:1]([N:11]([CH3:45])[C@H:12]([C:22]([NH:24][CH:25]([CH3:44])[CH:26]([NH:36][C:37]([O:39][C:40]([CH3:43])([CH3:42])[CH3:41])=[O:38])[CH2:27][O:28][Si](C(C)(C)C)(C)C)=[O:23])[CH2:13][C:14]1[CH:19]=[CH:18][C:17]([O:20][CH3:21])=[CH:16][CH:15]=1)([O:3][CH2:4][C:5]1[CH:10]=[CH:9][CH:8]=[CH:7][CH:6]=1)=[O:2]. Product: [C:1]([N:11]([CH3:45])[C@H:12]([C:22]([NH:24][CH:25]([CH3:44])[CH:26]([NH:36][C:37]([O:39][C:40]([CH3:42])([CH3:41])[CH3:43])=[O:38])[CH2:27][OH:28])=[O:23])[CH2:13][C:14]1[CH:19]=[CH:18][C:17]([O:20][CH3:21])=[CH:16][CH:15]=1)([O:3][CH2:4][C:5]1[CH:10]=[CH:9][CH:8]=[CH:7][CH:6]=1)=[O:2]. The catalyst class is: 52. (3) Reactant: [H-].[Na+].[OH:3][C:4]1[CH:9]=[CH:8][CH:7]=[CH:6][C:5]=1[C:10](=[N:15][O:16][CH3:17])[C:11]([NH:13][CH3:14])=[O:12].[Cl:18][C:19]1[CH:33]=[CH:32][CH:31]=[CH:30][C:20]=1[O:21][C:22]1[C:27]([F:28])=[C:26](F)[N:25]=[CH:24][N:23]=1. Product: [Cl:18][C:19]1[CH:33]=[CH:32][CH:31]=[CH:30][C:20]=1[O:21][C:22]1[N:23]=[CH:24][N:25]=[C:26]([O:3][C:4]2[CH:9]=[CH:8][CH:7]=[CH:6][C:5]=2[C:10](=[N:15][O:16][CH3:17])[C:11]([NH:13][CH3:14])=[O:12])[C:27]=1[F:28]. The catalyst class is: 9.